Predict the product of the given reaction. From a dataset of Forward reaction prediction with 1.9M reactions from USPTO patents (1976-2016). Given the reactants Cl[C:2]1[CH:11]=[CH:10][N:9]=[C:8]2[C:3]=1[CH:4]=[CH:5][C:6]([CH3:12])=[N:7]2.[NH2:13][C:14]1[CH:19]=[C:18]([O:20][CH2:21][CH2:22][CH3:23])[CH:17]=[CH:16][C:15]=1[S:24][C:25]1[CH:30]=[CH:29][C:28]([NH:31][C:32](=[O:34])[CH3:33])=[CH:27][CH:26]=1, predict the reaction product. The product is: [CH3:12][C:6]1[N:7]=[C:8]2[C:3]([C:2]([NH:13][C:14]3[CH:19]=[C:18]([O:20][CH2:21][CH2:22][CH3:23])[CH:17]=[CH:16][C:15]=3[S:24][C:25]3[CH:30]=[CH:29][C:28]([NH:31][C:32](=[O:34])[CH3:33])=[CH:27][CH:26]=3)=[CH:11][CH:10]=[N:9]2)=[CH:4][CH:5]=1.